This data is from Reaction yield outcomes from USPTO patents with 853,638 reactions. The task is: Predict the reaction yield, written as a fraction of the theoretical maximum amount of product (1.0 means a 100% yield; for example, 0.34 means a 34% yield). (1) The reactants are [NH2:1][C:2]1[CH:7]=[C:6]([Br:8])[CH:5]=[CH:4][C:3]=1[OH:9].[Br:10][CH2:11][CH2:12]Br.C([O-])([O-])=O.[K+].[K+]. The catalyst is CN(C=O)C.O. The product is [Br:8][C:6]1[CH:5]=[CH:4][C:3]([O:9][CH2:12][CH2:11][Br:10])=[C:2]([NH2:1])[CH:7]=1. The yield is 0.370. (2) The product is [Br:26][C:27]1[CH:32]=[CH:31][C:30]([NH:33][C:34]2[C:35]([CH:44]([OH:45])[CH2:24][O:23][CH2:21][CH3:22])=[CH:36][C:37]3[NH:41][CH:40]=[N:39][C:38]=3[C:42]=2[F:43])=[C:29]([Cl:46])[CH:28]=1. The reactants are C(C1C=CC(C2C=CC(C(C)(C)C)=CC=2)=CC=1)(C)(C)C.[CH2:21]([O:23][CH2:24]Cl)[CH3:22].[Br:26][C:27]1[CH:32]=[CH:31][C:30]([NH:33][C:34]2[C:35]([CH:44]=[O:45])=[CH:36][C:37]3[NH:41][CH:40]=[N:39][C:38]=3[C:42]=2[F:43])=[C:29]([Cl:46])[CH:28]=1. The yield is 0.440. The catalyst is C1COCC1. (3) The product is [Cl:14][C:6]1[CH:7]=[C:8]([N+:11]([O-:13])=[O:12])[CH:9]=[CH:10][C:5]=1[CH2:4][CH2:3][OH:2]. The reactants are C[O:2][C:3](=O)[CH2:4][C:5]1[CH:10]=[CH:9][C:8]([N+:11]([O-:13])=[O:12])=[CH:7][C:6]=1[Cl:14].[Li+].[BH4-].[NH4+].[Cl-].CCOC(C)=O. The catalyst is C1COCC1.O. The yield is 0.550.